From a dataset of Peptide-MHC class I binding affinity with 185,985 pairs from IEDB/IMGT. Regression. Given a peptide amino acid sequence and an MHC pseudo amino acid sequence, predict their binding affinity value. This is MHC class I binding data. (1) The MHC is HLA-A02:02 with pseudo-sequence HLA-A02:02. The binding affinity (normalized) is 0.196. The peptide sequence is YVILKDPRIA. (2) The peptide sequence is LMSIISTFHL. The MHC is HLA-A68:02 with pseudo-sequence HLA-A68:02. The binding affinity (normalized) is 0.456. (3) The peptide sequence is LEYKTLCDM. The MHC is HLA-A03:01 with pseudo-sequence HLA-A03:01. The binding affinity (normalized) is 0. (4) The peptide sequence is RVYINVVVK. The MHC is HLA-A26:01 with pseudo-sequence HLA-A26:01. The binding affinity (normalized) is 0.0847. (5) The peptide sequence is LSEISFHLV. The MHC is HLA-A30:02 with pseudo-sequence HLA-A30:02. The binding affinity (normalized) is 0.140.